This data is from Full USPTO retrosynthesis dataset with 1.9M reactions from patents (1976-2016). The task is: Predict the reactants needed to synthesize the given product. (1) Given the product [F:3][C:4]1[C:12]2[N:11]([C@@H:27]([C:23]3[CH:24]=[CH:25][CH:26]=[C:21]([F:20])[CH:22]=3)[C@H:28]([OH:29])[CH2:30][OH:31])[C:10](=[O:13])[N:9]([C:14]3[CH:15]=[CH:16][CH:17]=[CH:18][CH:19]=3)[C:8]=2[CH:7]=[CH:6][CH:5]=1, predict the reactants needed to synthesize it. The reactants are: [H-].[Na+].[F:3][C:4]1[C:12]2[NH:11][C:10](=[O:13])[N:9]([C:14]3[CH:19]=[CH:18][CH:17]=[CH:16][CH:15]=3)[C:8]=2[CH:7]=[CH:6][CH:5]=1.[F:20][C:21]1[CH:22]=[C:23]([C@H:27]2[O:29][C@@H:28]2[CH2:30][OH:31])[CH:24]=[CH:25][CH:26]=1. (2) Given the product [ClH:1].[N+:38]([C:35]1[CH:34]=[CH:33][C:32]([C:29]2[S:28][C:27]([CH2:26][NH2:25])=[N:31][CH:30]=2)=[CH:37][CH:36]=1)([O-:40])=[O:39], predict the reactants needed to synthesize it. The reactants are: [ClH:1].[N+](C1C=CC(C2SC(CCN)=NC=2)=CC=1)([O-])=O.C(OC(=O)[NH:25][CH2:26][C:27]1[S:28][C:29]([C:32]2[CH:37]=[CH:36][C:35]([N+:38]([O-:40])=[O:39])=[CH:34][CH:33]=2)=[CH:30][N:31]=1)(C)(C)C.Cl. (3) The reactants are: N(C(OCC)=O)=NC(OCC)=O.[CH3:13][O:14][C:15]1[CH:27]=[CH:26][C:18]([CH2:19][O:20][C:21]([CH3:25])([CH3:24])[CH2:22][OH:23])=[CH:17][CH:16]=1.[C:28]1(O)[CH:33]=[CH:32][CH:31]=[CH:30][CH:29]=1.C1(P(C2C=CC=CC=2)C2C=CC=CC=2)C=CC=CC=1. Given the product [CH3:24][C:21]([CH3:25])([O:20][CH2:19][C:18]1[CH:26]=[CH:27][C:15]([O:14][CH3:13])=[CH:16][CH:17]=1)[CH2:22][O:23][C:28]1[CH:33]=[CH:32][CH:31]=[CH:30][CH:29]=1, predict the reactants needed to synthesize it. (4) Given the product [CH2:9]([O:8][C:7]1[CH:6]=[CH:5][N:4]([CH2:19][C:20]2[CH:25]=[CH:24][C:23]([C:26]#[N:27])=[CH:22][CH:21]=2)[C:3](=[O:17])[C:2]=1[Br:1])[C:10]1[CH:11]=[CH:12][CH:13]=[CH:14][CH:15]=1, predict the reactants needed to synthesize it. The reactants are: [Br:1][C:2]1[C:3](=[O:17])[NH:4][C:5](C)=[CH:6][C:7]=1[O:8][CH2:9][C:10]1[CH:15]=[CH:14][CH:13]=[CH:12][CH:11]=1.Br[CH2:19][C:20]1[CH:25]=[CH:24][C:23]([C:26]#[N:27])=[CH:22][CH:21]=1.C([O-])([O-])=O.[K+].[K+]. (5) Given the product [Cl:42][C:30]1[CH:29]=[CH:28][C:27]([C:26]2[C:21]([C@@H:11]([NH:10][C:8](=[O:9])[CH2:7][N:5]3[C:4]4[C:49]([F:53])([F:54])[C@@H:50]5[CH2:52][C@@H:51]5[C:3]=4[C:2]([I:59])=[N:6]3)[CH2:12][C:13]3[CH:18]=[C:17]([F:19])[CH:16]=[C:15]([F:20])[CH:14]=3)=[N:22][C:23]([C:43]#[C:44][C:45]([OH:48])([CH3:46])[CH3:47])=[CH:24][CH:25]=2)=[C:35]2[C:31]=1[C:32]([NH:37][S:38]([CH3:41])(=[O:40])=[O:39])=[N:33][N:34]2[CH3:36], predict the reactants needed to synthesize it. The reactants are: N[C:2]1[C:3]2[C@H:51]3[CH2:52][C@H:50]3[C:49]([F:54])([F:53])[C:4]=2[N:5]([CH2:7][C:8]([NH:10][C@H:11]([C:21]2[C:26]([C:27]3[CH:28]=[CH:29][C:30]([Cl:42])=[C:31]4[C:35]=3[N:34]([CH3:36])[N:33]=[C:32]4[NH:37][S:38]([CH3:41])(=[O:40])=[O:39])=[CH:25][CH:24]=[C:23]([C:43]#[C:44][C:45]([OH:48])([CH3:47])[CH3:46])[N:22]=2)[CH2:12][C:13]2[CH:18]=[C:17]([F:19])[CH:16]=[C:15]([F:20])[CH:14]=2)=[O:9])[N:6]=1.N([O-])=O.[Na+].[I-:59].[K+].C([O-])(O)=O.[Na+]. (6) Given the product [C:18]([C:17]1[CH:16]=[CH:15][C:4]([C:5]([O:7][CH2:8][C:9]2[CH:14]=[CH:13][CH:12]=[CH:11][CH:10]=2)=[O:6])=[CH:3][C:2]=1[NH:34][C@H:31]1[CH2:30][CH2:29][C@H:28]([NH:24][C:25]([O:26][C:42]([CH3:68])([CH3:43])[CH3:41])=[O:27])[CH2:33][CH2:32]1)#[N:19], predict the reactants needed to synthesize it. The reactants are: Br[C:2]1[CH:3]=[C:4]([CH:15]=[CH:16][C:17]=1[C:18]#[N:19])[C:5]([O:7][CH2:8][C:9]1[CH:14]=[CH:13][CH:12]=[CH:11][CH:10]=1)=[O:6].CC([N:24]([C@H:28]1[CH2:33][CH2:32][C@H:31]([NH2:34])[CH2:30][CH2:29]1)[C:25](=[O:27])[O-:26])(C)C.C(=O)([O-])[O-].[Cs+].[Cs+].[CH3:41][C:42]1(C)[C:68]2C(=C(P(C3C=CC=CC=3)C3C=CC=CC=3)C=CC=2)OC2C(P(C3C=CC=CC=3)C3C=CC=CC=3)=CC=C[C:43]1=2. (7) Given the product [NH2:4][C:5]1[C:14]([N+:15]([O-:17])=[O:16])=[C:13]([C:18]([F:19])([F:20])[F:21])[CH:12]=[CH:11][C:6]=1[C:7]([O:9][CH3:10])=[O:8], predict the reactants needed to synthesize it. The reactants are: C([NH:4][C:5]1[C:14]([N+:15]([O-:17])=[O:16])=[C:13]([C:18]([F:21])([F:20])[F:19])[CH:12]=[CH:11][C:6]=1[C:7]([O:9][CH3:10])=[O:8])(=O)C.Cl. (8) Given the product [CH3:23][N:24]([CH3:29])[CH2:25][CH2:26][CH2:27][NH:28][C:20]([C:18]1[NH:17][C:13]2[N:14]=[CH:15][N:16]=[C:11]([NH:10][C:6]3[CH:5]=[C:4]4[C:9](=[CH:8][CH:7]=3)[NH:1][N:2]=[CH:3]4)[C:12]=2[CH:19]=1)=[O:21], predict the reactants needed to synthesize it. The reactants are: [NH:1]1[C:9]2[C:4](=[CH:5][C:6]([NH:10][C:11]3[C:12]4[CH:19]=[C:18]([C:20](O)=[O:21])[NH:17][C:13]=4[N:14]=[CH:15][N:16]=3)=[CH:7][CH:8]=2)[CH:3]=[N:2]1.[CH3:23][N:24]([CH3:29])[CH2:25][CH2:26][CH2:27][NH2:28]. (9) Given the product [CH:1]([C:3]1[CH:4]=[C:5]2[C:11]3([CH2:15][CH2:14][N:13]([C:16]([O:18][C:19]([CH3:21])([CH3:22])[CH3:20])=[O:17])[CH2:12]3)[CH2:10][N:9]([C:23]([O:25][CH2:26][CH2:27][Si:28]([CH3:31])([CH3:30])[CH3:29])=[O:24])[C:6]2=[CH:7][CH:8]=1)=[O:33], predict the reactants needed to synthesize it. The reactants are: [CH:1]([C:3]1[CH:4]=[C:5]2[C:11]3([CH2:15][CH2:14][N:13]([C:16]([O:18][C:19]([CH3:22])([CH3:21])[CH3:20])=[O:17])[CH2:12]3)[CH2:10][N:9]([C:23]([O:25][CH2:26][CH2:27][Si:28]([CH3:31])([CH3:30])[CH3:29])=[O:24])[C:6]2=[CH:7][CH:8]=1)=C.I([O-])(=O)(=O)=[O:33].[Na+].N1C(C)=CC=CC=1C.S([O-])([O-])=O.[Na+].[Na+].